Dataset: Full USPTO retrosynthesis dataset with 1.9M reactions from patents (1976-2016). Task: Predict the reactants needed to synthesize the given product. (1) Given the product [Br:34][C:31]1[CH:32]=[CH:33][C:28]([NH:27][C:8]2[C:7]([C:5]([OH:6])=[O:4])=[CH:12][N:11]3[C:13]([CH2:16][NH:17][CH2:18][C:19]([O:21][C:22]([CH3:23])([CH3:24])[CH3:25])=[O:20])=[CH:14][N:15]=[C:10]3[C:9]=2[Cl:26])=[C:29]([Cl:35])[CH:30]=1, predict the reactants needed to synthesize it. The reactants are: [OH-].[Na+].C[O:4][C:5]([C:7]1[C:8]([NH:27][C:28]2[CH:33]=[CH:32][C:31]([Br:34])=[CH:30][C:29]=2[Cl:35])=[C:9]([Cl:26])[C:10]2[N:11]([C:13]([CH2:16][NH:17][CH2:18][C:19]([O:21][C:22]([CH3:25])([CH3:24])[CH3:23])=[O:20])=[CH:14][N:15]=2)[CH:12]=1)=[O:6].CO.O.Cl. (2) Given the product [Cl:29][C:28]1[C:23]([O:22][C:8]2[CH:9]=[C:10]([O:13][CH2:14][CH:15]([OH:21])[CH2:16][O:17][CH:18]([CH3:19])[CH3:20])[CH:11]=[CH:12][C:7]=2/[CH:6]=[CH:5]/[C:4]([OH:34])=[O:3])=[N:24][CH:25]=[C:26]([C:30]([F:31])([F:33])[F:32])[CH:27]=1, predict the reactants needed to synthesize it. The reactants are: C([O:3][C:4](=[O:34])/[CH:5]=[CH:6]/[C:7]1[CH:12]=[CH:11][C:10]([O:13][CH2:14][CH:15]([OH:21])[CH2:16][O:17][CH:18]([CH3:20])[CH3:19])=[CH:9][C:8]=1[O:22][C:23]1[C:28]([Cl:29])=[CH:27][C:26]([C:30]([F:33])([F:32])[F:31])=[CH:25][N:24]=1)C.O1CCCC1.[OH-].[Na+].Cl. (3) Given the product [CH2:2]([C:9]1[C:13]2[C:14]([O:18][CH2:19][C:20]3[CH:21]=[CH:22][C:23]([Cl:26])=[CH:24][CH:25]=3)=[N:15][CH:16]=[CH:17][C:12]=2[NH:11][C:10]=1[CH3:27])[C:3]1[CH:4]=[CH:5][CH:6]=[CH:7][CH:8]=1, predict the reactants needed to synthesize it. The reactants are: Cl.[CH2:2]([C:9]1[C:13]2[C:14]([O:18][CH2:19][C:20]3[CH:25]=[CH:24][C:23]([Cl:26])=[CH:22][CH:21]=3)=[N:15][CH:16]=[CH:17][C:12]=2[NH:11][C:10]=1[CH3:27])[C:3]1[CH:8]=[CH:7][CH:6]=[CH:5][CH:4]=1.C(=O)(O)[O-].[Na+]. (4) Given the product [CH2:23]([O:30][C:31]1[CH:36]=[CH:35][N:34]([C:2]2[CH:7]=[CH:6][C:5]3[C:8]4[CH2:9][N:10]([C:16]([O:18][C:19]([CH3:22])([CH3:21])[CH3:20])=[O:17])[CH2:11][CH2:12][CH2:13][C:14]=4[S:15][C:4]=3[CH:3]=2)[C:33](=[O:37])[CH:32]=1)[C:24]1[CH:25]=[CH:26][CH:27]=[CH:28][CH:29]=1, predict the reactants needed to synthesize it. The reactants are: Br[C:2]1[CH:7]=[CH:6][C:5]2[C:8]3[CH2:9][N:10]([C:16]([O:18][C:19]([CH3:22])([CH3:21])[CH3:20])=[O:17])[CH2:11][CH2:12][CH2:13][C:14]=3[S:15][C:4]=2[CH:3]=1.[CH2:23]([O:30][C:31]1[CH:36]=[CH:35][NH:34][C:33](=[O:37])[CH:32]=1)[C:24]1[CH:29]=[CH:28][CH:27]=[CH:26][CH:25]=1. (5) Given the product [Br:19][C:3]1[C:4]2[C:9](=[CH:8][C:7]([C:10]#[N:11])=[CH:6][CH:5]=2)[NH:1][CH:2]=1, predict the reactants needed to synthesize it. The reactants are: [NH:1]1[C:9]2[C:4](=[CH:5][CH:6]=[C:7]([C:10]#[N:11])[CH:8]=2)[CH:3]=[CH:2]1.C1C(=O)N([Br:19])C(=O)C1. (6) Given the product [Cl:1][C:2]1[N:7]=[C:6]([NH:23][CH2:22][C:18]2[CH:17]=[C:16]3[C:21](=[CH:20][CH:19]=2)[N:12]=[CH:13][CH:14]=[CH:15]3)[C:5]([N+:9]([O-:11])=[O:10])=[CH:4][N:3]=1, predict the reactants needed to synthesize it. The reactants are: [Cl:1][C:2]1[N:7]=[C:6](Cl)[C:5]([N+:9]([O-:11])=[O:10])=[CH:4][N:3]=1.[N:12]1[C:21]2[C:16](=[CH:17][C:18]([CH2:22][NH2:23])=[CH:19][CH:20]=2)[CH:15]=[CH:14][CH:13]=1.CCN(C(C)C)C(C)C.ClCCl. (7) Given the product [F:1][C:2]1[CH:7]=[CH:6][C:5]([C:8](=[O:16])[CH2:9][C:10]2[CH:15]=[CH:14][CH:13]=[CH:12][CH:11]=2)=[CH:4][C:3]=1[O:17][CH3:18], predict the reactants needed to synthesize it. The reactants are: [F:1][C:2]1[CH:7]=[CH:6][C:5]([CH:8]([OH:16])[CH2:9][C:10]2[CH:15]=[CH:14][CH:13]=[CH:12][CH:11]=2)=[CH:4][C:3]=1[O:17][CH3:18].CC(C)=O.OS(O)(=O)=O.O=[Cr](=O)=O. (8) Given the product [C:30]([NH:34][S:35]([CH2:38][N:19]1[C:18](=[O:23])/[C:17](=[CH:16]/[C:12]2[CH:11]=[C:10]3[C:15](=[CH:14][CH:13]=2)[N:7]([CH2:6][C:5]2[CH:24]=[CH:25][C:2]([Cl:1])=[CH:3][C:4]=2[C:26]([F:27])([F:29])[F:28])[N:8]=[CH:9]3)/[S:21][C:20]1=[O:22])(=[O:37])=[O:36])([CH3:33])([CH3:32])[CH3:31], predict the reactants needed to synthesize it. The reactants are: [Cl:1][C:2]1[CH:25]=[CH:24][C:5]([CH2:6][N:7]2[C:15]3[C:10](=[CH:11][C:12](/[CH:16]=[C:17]4/[C:18](=[O:23])[NH:19][C:20](=[O:22])[S:21]/4)=[CH:13][CH:14]=3)[CH:9]=[N:8]2)=[C:4]([C:26]([F:29])([F:28])[F:27])[CH:3]=1.[C:30]([NH:34][S:35]([CH2:38]Cl)(=[O:37])=[O:36])([CH3:33])([CH3:32])[CH3:31]. (9) Given the product [Cl:15][C:5]1[N:6]=[CH:7][CH:8]=[C:9]2[C:4]=1[N:3]=[C:2]([CH3:1])[CH:11]=[CH:10]2, predict the reactants needed to synthesize it. The reactants are: [CH3:1][C:2]1[CH:11]=[CH:10][C:9]2[CH:8]=[CH:7][NH:6][C:5](=O)[C:4]=2[N:3]=1.P(Cl)(Cl)([Cl:15])=O. (10) Given the product [CH3:15][C:16]([S@:19]([NH:21][CH:10]([C:6]1[CH:7]=[CH:8][CH:9]=[C:4]([O:3][C:2]([F:14])([F:13])[F:1])[CH:5]=1)[CH3:11])=[O:20])([CH3:18])[CH3:17], predict the reactants needed to synthesize it. The reactants are: [F:1][C:2]([F:14])([F:13])[O:3][C:4]1[CH:5]=[C:6]([C:10](=O)[CH3:11])[CH:7]=[CH:8][CH:9]=1.[CH3:15][C:16]([S@:19]([NH2:21])=[O:20])([CH3:18])[CH3:17].